This data is from Experimentally validated miRNA-target interactions with 360,000+ pairs, plus equal number of negative samples. The task is: Binary Classification. Given a miRNA mature sequence and a target amino acid sequence, predict their likelihood of interaction. The miRNA is hsa-miR-367-3p with sequence AAUUGCACUUUAGCAAUGGUGA. The protein sequence of the target gene is MTGLCGYSAPDMRGLRLIMIPVELLLCYLLLHPVDATSYGKQTNVLMHFPLSLESQTPSSDPLSCQFLHPKSLPGFSHMAPLPKFLVSLALRNALEEAGCQADVWALQLQLYRQGGVNATQVLIQHLRGLQKGRSTERNVSVEALASALQLLAREQQSTGRVGRSLPTEDCENEKEQAVHNVVQLLPGVGTFYNLGTALYYATQNCLGKARERGRDGAIDLGYDLLMTMAGMSGGPMGLAISAALKPALRSGVQQLIQYYQDQKDANISQPETTKEGLRAISDVSDLEETTTLASFISEV.... Result: 0 (no interaction).